From a dataset of Full USPTO retrosynthesis dataset with 1.9M reactions from patents (1976-2016). Predict the reactants needed to synthesize the given product. Given the product [N:7]1[C:6]2[CH2:8][CH2:9][CH2:10][C:5]=2[C:4]([OH:11])=[N:3][CH:2]=1, predict the reactants needed to synthesize it. The reactants are: S[C:2]1[N:3]=[C:4]([OH:11])[C:5]2[CH2:10][CH2:9][CH2:8][C:6]=2[N:7]=1.N.